This data is from Reaction yield outcomes from USPTO patents with 853,638 reactions. The task is: Predict the reaction yield, written as a fraction of the theoretical maximum amount of product (1.0 means a 100% yield; for example, 0.34 means a 34% yield). (1) The reactants are [NH:1]1[C:9]2[C:4](=[C:5]([CH2:10][OH:11])[CH:6]=[CH:7][CH:8]=2)[CH2:3][CH2:2]1.N1C=CN=C1.[Si:17](Cl)([C:20]([CH3:23])([CH3:22])[CH3:21])([CH3:19])[CH3:18]. The catalyst is C1COCC1. The product is [Si:17]([O:11][CH2:10][C:5]1[CH:6]=[CH:7][CH:8]=[C:9]2[C:4]=1[CH2:3][CH2:2][NH:1]2)([C:20]([CH3:23])([CH3:22])[CH3:21])([CH3:19])[CH3:18]. The yield is 0.750. (2) The reactants are [CH3:1][C:2]1[O:6][C:5]([C:7]2[CH:12]=[CH:11][C:10]([CH3:13])=[CH:9][CH:8]=2)=[N:4][C:3]=1[CH2:14][CH2:15][O:16][C:17]1[CH:18]=[C:19]2[C:23](=[CH:24][CH:25]=1)[C@H:22]([CH2:26][C:27]([O:29]CC)=[O:28])[CH2:21][CH2:20]2.[Li+].[OH-].O.Cl. The catalyst is C1COCC1.CCO. The product is [CH3:1][C:2]1[O:6][C:5]([C:7]2[CH:8]=[CH:9][C:10]([CH3:13])=[CH:11][CH:12]=2)=[N:4][C:3]=1[CH2:14][CH2:15][O:16][C:17]1[CH:18]=[C:19]2[C:23](=[CH:24][CH:25]=1)[C@H:22]([CH2:26][C:27]([OH:29])=[O:28])[CH2:21][CH2:20]2. The yield is 0.850. (3) The reactants are S(=O)(=O)(O)O.[NH2:6][C:7]1[CH:15]=[CH:14][CH:13]=[CH:12][C:8]=1[C:9]([OH:11])=[O:10].[N+:16]([O-])([OH:18])=[O:17].[NH4+].[OH-]. No catalyst specified. The product is [N+:16]([NH:6][C:7]1[CH:15]=[CH:14][CH:13]=[CH:12][C:8]=1[C:9]([OH:11])=[O:10])([O-:18])=[O:17]. The yield is 0.754.